Dataset: CYP2C19 inhibition data for predicting drug metabolism from PubChem BioAssay. Task: Regression/Classification. Given a drug SMILES string, predict its absorption, distribution, metabolism, or excretion properties. Task type varies by dataset: regression for continuous measurements (e.g., permeability, clearance, half-life) or binary classification for categorical outcomes (e.g., BBB penetration, CYP inhibition). Dataset: cyp2c19_veith. (1) The molecule is C[C@@H](C(=O)Nc1ccc2ccccc2c1)[C@@H]1C[C@@]1(C)[C@@H](NC(=O)c1cccnc1)c1ccccc1. The result is 1 (inhibitor). (2) The drug is Cc1nn(Cc2c(Cl)cccc2Cl)c(C)c1NC(=O)c1cn(-c2ccccc2)nc1-c1ccccc1. The result is 1 (inhibitor).